This data is from Full USPTO retrosynthesis dataset with 1.9M reactions from patents (1976-2016). The task is: Predict the reactants needed to synthesize the given product. (1) Given the product [CH3:18][O:17][C:15]([C:10]1[CH:11]=[CH:12][C:13]2[C:14]3[C:2]([C:34]4[CH:35]=[CH:36][CH:37]=[C:32]([N:28]5[C:27](=[O:48])[C:26]6[C:31](=[C:22]([F:21])[CH:23]=[CH:24][CH:25]=6)[N:30]=[CH:29]5)[C:33]=4[CH3:47])=[N:3][CH:4]=[C:5]([C:19]#[N:20])[C:6]=3[NH:7][C:8]=2[CH:9]=1)=[O:16], predict the reactants needed to synthesize it. The reactants are: Cl[C:2]1[C:14]2[C:13]3[CH:12]=[CH:11][C:10]([C:15]([O:17][CH3:18])=[O:16])=[CH:9][C:8]=3[NH:7][C:6]=2[C:5]([C:19]#[N:20])=[CH:4][N:3]=1.[F:21][C:22]1[CH:23]=[CH:24][CH:25]=[C:26]2[C:31]=1[N:30]=[CH:29][N:28]([C:32]1[CH:37]=[CH:36][CH:35]=[C:34](B3OC(C)(C)C(C)(C)O3)[C:33]=1[CH3:47])[C:27]2=[O:48].C(=O)([O-])[O-].[Na+].[Na+]. (2) Given the product [Cl:42][C:39]1[CH:40]=[CH:41][C:36]([CH2:35][NH:7][C:8]2[S:9][C:10]([CH2:14][C:15]3[C:23]4[C:18](=[N:19][CH:20]=[CH:21][CH:22]=4)[NH:17][CH:16]=3)=[C:11]([Cl:13])[N:12]=2)=[CH:37][CH:38]=1, predict the reactants needed to synthesize it. The reactants are: C(OC(=O)[N:7]([CH2:35][C:36]1[CH:41]=[CH:40][C:39]([Cl:42])=[CH:38][CH:37]=1)[C:8]1[S:9][C:10]([CH:14](O)[C:15]2[C:23]3[C:18](=[N:19][CH:20]=[CH:21][CH:22]=3)[N:17]([Si](C(C)C)(C(C)C)C(C)C)[CH:16]=2)=[C:11]([Cl:13])[N:12]=1)(C)(C)C.C([SiH](CC)CC)C.FC(F)(F)C(O)=O.O. (3) Given the product [NH2:1][C:2]1[CH:7]=[CH:6][C:5]([C:8]2[N:13]=[C:12]([N:14]3[CH2:15][CH2:16][O:17][CH2:18][CH2:19]3)[C:11]3=[CH:20][C:21]([CH2:23][N:25]([CH3:27])[CH3:26])=[CH:22][N:10]3[N:9]=2)=[CH:4][CH:3]=1, predict the reactants needed to synthesize it. The reactants are: [NH2:1][C:2]1[CH:7]=[CH:6][C:5]([C:8]2[N:13]=[C:12]([N:14]3[CH2:19][CH2:18][O:17][CH2:16][CH2:15]3)[C:11]3=[CH:20][C:21]([C:23]([N:25]([CH3:27])[CH3:26])=O)=[CH:22][N:10]3[N:9]=2)=[CH:4][CH:3]=1.O1CCCC1.CSC.B. (4) Given the product [CH:1]1([N:6]2[C:15]3[N:14]=[C:13]([NH:16][C:2]4[CH:3]=[N:30][CH:4]=[CH:5][CH:1]=4)[N:12]=[CH:11][C:10]=3[N:9]3[CH:17]=[N:18][N:19]=[C:8]3[C@H:7]2[CH2:20][CH3:21])[CH2:2][CH2:3][CH2:4][CH2:5]1, predict the reactants needed to synthesize it. The reactants are: [CH:1]1([N:6]2[C:15]3[N:14]=[C:13]([NH2:16])[N:12]=[CH:11][C:10]=3[N:9]3[CH:17]=[N:18][N:19]=[C:8]3[C@H:7]2[CH2:20][CH3:21])[CH2:5][CH2:4][CH2:3][CH2:2]1.[H-].[Na+].ClC(OC)=O.[Cl-].[NH4+:30]. (5) Given the product [Br:21][C:22]1[N:26]=[C:25]([Br:27])[N:24]([C:1]([C:14]2[CH:19]=[CH:18][CH:17]=[CH:16][CH:15]=2)([C:8]2[CH:13]=[CH:12][CH:11]=[CH:10][CH:9]=2)[C:2]2[CH:7]=[CH:6][CH:5]=[CH:4][CH:3]=2)[N:23]=1, predict the reactants needed to synthesize it. The reactants are: [C:1](Cl)([C:14]1[CH:19]=[CH:18][CH:17]=[CH:16][CH:15]=1)([C:8]1[CH:13]=[CH:12][CH:11]=[CH:10][CH:9]=1)[C:2]1[CH:7]=[CH:6][CH:5]=[CH:4][CH:3]=1.[Br:21][C:22]1[N:26]=[C:25]([Br:27])[NH:24][N:23]=1.C(N(CC)CC)C.O. (6) Given the product [Cl:1][C:2]1[CH:3]=[CH:4][C:5]([C:8]2[C:12]([CH2:13][O:14][C:15]3[CH:23]=[CH:22][C:18]([C:19]([NH:31][C:29]4[CH:28]=[N:27][N:26]([CH3:25])[CH:30]=4)=[O:21])=[CH:17][N:16]=3)=[C:11]([CH3:24])[O:10][N:9]=2)=[CH:6][CH:7]=1, predict the reactants needed to synthesize it. The reactants are: [Cl:1][C:2]1[CH:7]=[CH:6][C:5]([C:8]2[C:12]([CH2:13][O:14][C:15]3[CH:23]=[CH:22][C:18]([C:19]([OH:21])=O)=[CH:17][N:16]=3)=[C:11]([CH3:24])[O:10][N:9]=2)=[CH:4][CH:3]=1.[CH3:25][N:26]1[CH:30]=[C:29]([NH2:31])[CH:28]=[N:27]1.